This data is from TCR-epitope binding with 47,182 pairs between 192 epitopes and 23,139 TCRs. The task is: Binary Classification. Given a T-cell receptor sequence (or CDR3 region) and an epitope sequence, predict whether binding occurs between them. The epitope is ISPRTLNAW. The TCR CDR3 sequence is CASSLGGTPAFF. Result: 0 (the TCR does not bind to the epitope).